From a dataset of NCI-60 drug combinations with 297,098 pairs across 59 cell lines. Regression. Given two drug SMILES strings and cell line genomic features, predict the synergy score measuring deviation from expected non-interaction effect. (1) Drug 1: CC1=C2C(C(=O)C3(C(CC4C(C3C(C(C2(C)C)(CC1OC(=O)C(C(C5=CC=CC=C5)NC(=O)OC(C)(C)C)O)O)OC(=O)C6=CC=CC=C6)(CO4)OC(=O)C)O)C)O. Drug 2: C1CNP(=O)(OC1)N(CCCl)CCCl. Cell line: NCI-H322M. Synergy scores: CSS=17.6, Synergy_ZIP=1.71, Synergy_Bliss=-7.55, Synergy_Loewe=-86.4, Synergy_HSA=-8.11. (2) Drug 1: C1CCN(CC1)CCOC2=CC=C(C=C2)C(=O)C3=C(SC4=C3C=CC(=C4)O)C5=CC=C(C=C5)O. Drug 2: C1CN(CCN1C(=O)CCBr)C(=O)CCBr. Cell line: A498. Synergy scores: CSS=12.7, Synergy_ZIP=-4.40, Synergy_Bliss=-2.32, Synergy_Loewe=-1.97, Synergy_HSA=-0.390. (3) Drug 1: CC1=CC=C(C=C1)C2=CC(=NN2C3=CC=C(C=C3)S(=O)(=O)N)C(F)(F)F. Drug 2: N.N.Cl[Pt+2]Cl. Cell line: NCI-H522. Synergy scores: CSS=68.8, Synergy_ZIP=-2.52, Synergy_Bliss=-2.38, Synergy_Loewe=-9.90, Synergy_HSA=-1.36. (4) Drug 1: C1=CN(C(=O)N=C1N)C2C(C(C(O2)CO)O)O.Cl. Drug 2: C1=NC2=C(N=C(N=C2N1C3C(C(C(O3)CO)O)O)F)N. Cell line: EKVX. Synergy scores: CSS=6.87, Synergy_ZIP=-4.96, Synergy_Bliss=-8.54, Synergy_Loewe=1.78, Synergy_HSA=-4.05. (5) Drug 1: CC1=C(C=C(C=C1)NC2=NC=CC(=N2)N(C)C3=CC4=NN(C(=C4C=C3)C)C)S(=O)(=O)N.Cl. Drug 2: CC(C1=C(C=CC(=C1Cl)F)Cl)OC2=C(N=CC(=C2)C3=CN(N=C3)C4CCNCC4)N. Cell line: UACC-257. Synergy scores: CSS=3.48, Synergy_ZIP=0.331, Synergy_Bliss=3.32, Synergy_Loewe=1.95, Synergy_HSA=2.28. (6) Drug 1: CN1CCC(CC1)COC2=C(C=C3C(=C2)N=CN=C3NC4=C(C=C(C=C4)Br)F)OC. Cell line: LOX IMVI. Synergy scores: CSS=27.1, Synergy_ZIP=-6.62, Synergy_Bliss=1.13, Synergy_Loewe=1.96, Synergy_HSA=3.50. Drug 2: C1=CC(=CC=C1CCCC(=O)O)N(CCCl)CCCl. (7) Drug 1: C1=C(C(=O)NC(=O)N1)N(CCCl)CCCl. Drug 2: CN1C2=C(C=C(C=C2)N(CCCl)CCCl)N=C1CCCC(=O)O.Cl. Cell line: 786-0. Synergy scores: CSS=54.6, Synergy_ZIP=3.47, Synergy_Bliss=3.69, Synergy_Loewe=-9.23, Synergy_HSA=4.53.